From a dataset of Forward reaction prediction with 1.9M reactions from USPTO patents (1976-2016). Predict the product of the given reaction. (1) Given the reactants [Cl-].[Li+].[C:3]([Si:7]([CH3:44])([CH3:43])[O:8][CH:9]([C:39]([CH3:42])([CH3:41])[CH3:40])[CH2:10][CH2:11][C:12]1[CH:17]=[CH:16][C:15]([C:18]([C:23]2[CH:28]=[CH:27][C:26](OS(C(F)(F)F)(=O)=O)=[C:25]([CH3:37])[CH:24]=2)([CH2:21][CH3:22])[CH2:19][CH3:20])=[CH:14][C:13]=1[CH3:38])([CH3:6])([CH3:5])[CH3:4].O.[C:46](OCC)(=O)[CH3:47].[CH2:52]([CH2:55][O:56][CH3:57])[O:53]C, predict the reaction product. The product is: [C:3]([Si:7]([CH3:44])([CH3:43])[O:8][CH:9]([C:39]([CH3:41])([CH3:42])[CH3:40])[CH2:10][CH2:11][C:12]1[CH:17]=[CH:16][C:15]([C:18]([C:23]2[CH:28]=[CH:27][C:26]([C:57]3[O:56][C:55]([CH:52]=[O:53])=[CH:47][CH:46]=3)=[C:25]([CH3:37])[CH:24]=2)([CH2:19][CH3:20])[CH2:21][CH3:22])=[CH:14][C:13]=1[CH3:38])([CH3:6])([CH3:5])[CH3:4]. (2) The product is: [CH2:25]([O:24][C:22]([CH:14]1[CH2:15][C:16]2[C:21](=[CH:20][CH:19]=[CH:18][CH:17]=2)[N:13]1[C:30](=[O:31])[C@H:22]([O:24][CH2:25][C:4]1[CH:5]=[CH:6][CH:17]=[CH:16][CH:15]=1)[CH3:14])=[O:23])[CH3:26]. Given the reactants Cl.CN(C)[CH2:4][CH2:5][CH2:6]N=C=NCC.[NH:13]1[C:21]2[C:16](=[CH:17][CH:18]=[CH:19][CH:20]=2)[CH2:15][CH:14]1[C:22]([O:24][CH2:25][CH3:26])=[O:23].CN([CH:30]=[O:31])C, predict the reaction product. (3) Given the reactants [F:1][C:2]([F:11])([F:10])[CH2:3][CH2:4][CH:5]([C:8]#[N:9])[C:6]#[N:7].C(=O)([O-])[O-].[K+].[K+].Br[CH2:19][C:20]1[CH:25]=[CH:24][CH:23]=[C:22]([Cl:26])[N:21]=1, predict the reaction product. The product is: [Cl:26][C:22]1[N:21]=[C:20]([CH2:19][C:5]([CH2:4][CH2:3][C:2]([F:10])([F:11])[F:1])([C:8]#[N:9])[C:6]#[N:7])[CH:25]=[CH:24][CH:23]=1.